From a dataset of Forward reaction prediction with 1.9M reactions from USPTO patents (1976-2016). Predict the product of the given reaction. (1) Given the reactants Cl.[Cl:2][C:3]1[C:8]([C:9]([NH2:11])=[NH:10])=[CH:7][N:6]=[C:5]([O:12][CH3:13])[CH:4]=1.C(=O)(O)[O-].[K+].Br[CH2:20][C:21]([C:23]1[N:24]([CH:29]([CH3:31])[CH3:30])[N:25]=[C:26]([CH3:28])[N:27]=1)=O, predict the reaction product. The product is: [Cl:2][C:3]1[C:8]([C:9]2[NH:11][CH:20]=[C:21]([C:23]3[N:24]([CH:29]([CH3:31])[CH3:30])[N:25]=[C:26]([CH3:28])[N:27]=3)[N:10]=2)=[CH:7][N:6]=[C:5]([O:12][CH3:13])[CH:4]=1. (2) Given the reactants [H-].[Al+3].[Li+].[H-].[H-].[H-].C[O:8][C:9](=O)[CH:10]([NH2:30])[CH2:11][NH:12][C:13]1[C:22]2[C:17](=[CH:18][CH:19]=[CH:20][CH:21]=2)[N:16]=[C:15]([C:23]2[CH:28]=[CH:27][CH:26]=[CH:25][C:24]=2[OH:29])[N:14]=1.[OH-].[Na+].O, predict the reaction product. The product is: [NH2:30][CH:10]([CH2:9][OH:8])[CH2:11][NH:12][C:13]1[C:22]2[C:17](=[CH:18][CH:19]=[CH:20][CH:21]=2)[N:16]=[C:15]([C:23]2[CH:28]=[CH:27][CH:26]=[CH:25][C:24]=2[OH:29])[N:14]=1.